Dataset: Forward reaction prediction with 1.9M reactions from USPTO patents (1976-2016). Task: Predict the product of the given reaction. (1) Given the reactants C([N-]C(C)C)(C)C.[Li+].[Cl:9][C:10]1[CH:15]=[CH:14][CH:13]=[CH:12][C:11]=1[C:16](=[O:18])[CH3:17].CON(C)[C:22]([C:24]1[N:25]=[N:26][N:27]([CH2:35][C:36]2[CH:41]=[C:40]([C:42]([F:45])([F:44])[F:43])[CH:39]=[C:38]([C:46]([F:49])([F:48])[F:47])[CH:37]=2)[C:28]=1[C:29]1[CH:30]=[N:31][CH:32]=[CH:33][CH:34]=1)=[O:23].Cl, predict the reaction product. The product is: [F:45][C:42]([F:43])([F:44])[C:40]1[CH:41]=[C:36]([CH:37]=[C:38]([C:46]([F:47])([F:49])[F:48])[CH:39]=1)[CH2:35][N:27]1[C:28]([C:29]2[CH:30]=[N:31][CH:32]=[CH:33][CH:34]=2)=[C:24]([C:22](=[O:23])[CH2:17][C:16]([C:11]2[CH:12]=[CH:13][CH:14]=[CH:15][C:10]=2[Cl:9])=[O:18])[N:25]=[N:26]1. (2) Given the reactants Cl[Si](C)(C)C.Br[C:7]([F:14])([F:13])[C:8]([O:10][CH2:11][CH3:12])=[O:9].[N:15]1([CH2:24]NC2CCCCC2)[C:19]2[CH:20]=[CH:21][CH:22]=[CH:23][C:18]=2N=N1, predict the reaction product. The product is: [CH2:11]([O:10][C:8](=[O:9])[C:7]([F:14])([F:13])[CH2:24][NH:15][CH:19]1[CH2:20][CH2:21][CH2:22][CH2:23][CH2:18]1)[CH3:12]. (3) Given the reactants [CH3:1][C:2]([CH3:34])([CH2:12][N:13]1[C:17]2[CH:18]=[CH:19][CH:20]=[CH:21][C:16]=2[N:15]=[C:14]1[CH2:22][NH:23][CH:24]1[C:33]2[N:32]=[CH:31][CH:30]=[CH:29][C:28]=2[CH2:27][CH2:26][CH2:25]1)[CH2:3][NH:4][C:5](=[O:11])[O:6][C:7]([CH3:10])([CH3:9])[CH3:8].[CH:35](=O)[CH2:36][CH:37]([CH3:39])[CH3:38].C(N(CC1N(CCC#N)C2C=CC=CC=2N=1)C1C2N=CC=CC=2CCC1)C, predict the reaction product. The product is: [CH3:1][C:2]([CH3:34])([CH2:12][N:13]1[C:17]2[CH:18]=[CH:19][CH:20]=[CH:21][C:16]=2[N:15]=[C:14]1[CH2:22][N:23]([CH2:35][CH2:36][CH:37]([CH3:39])[CH3:38])[CH:24]1[C:33]2[N:32]=[CH:31][CH:30]=[CH:29][C:28]=2[CH2:27][CH2:26][CH2:25]1)[CH2:3][NH:4][C:5](=[O:11])[O:6][C:7]([CH3:8])([CH3:9])[CH3:10].